From a dataset of Reaction yield outcomes from USPTO patents with 853,638 reactions. Predict the reaction yield, written as a fraction of the theoretical maximum amount of product (1.0 means a 100% yield; for example, 0.34 means a 34% yield). The reactants are [N:1]1([C:9]([O:11][C:12]([CH3:15])([CH3:14])[CH3:13])=[O:10])[CH2:5][CH2:4][C@H:3]2[CH2:6][NH:7][CH2:8][C@@H:2]12.Br[C:17]1[CH:18]=[N:19][CH:20]=[CH:21][CH:22]=1.CC(C)([O-])C.[Na+].C(OCC)C. The catalyst is C1(C)C=CC=CC=1.C1C=CC(/C=C/C(/C=C/C2C=CC=CC=2)=O)=CC=1.C1C=CC(/C=C/C(/C=C/C2C=CC=CC=2)=O)=CC=1.C1C=CC(/C=C/C(/C=C/C2C=CC=CC=2)=O)=CC=1.[Pd].[Pd].C1(P(C2C=CC=CC=2)C2C=CC3C(=CC=CC=3)C=2C2C3C(=CC=CC=3)C=CC=2P(C2C=CC=CC=2)C2C=CC=CC=2)C=CC=CC=1. The product is [N:19]1[CH:20]=[CH:21][CH:22]=[C:17]([N:7]2[CH2:6][C@H:3]3[C@H:2]([N:1]([C:9]([O:11][C:12]([CH3:15])([CH3:14])[CH3:13])=[O:10])[CH2:5][CH2:4]3)[CH2:8]2)[CH:18]=1. The yield is 0.910.